This data is from Full USPTO retrosynthesis dataset with 1.9M reactions from patents (1976-2016). The task is: Predict the reactants needed to synthesize the given product. (1) Given the product [CH2:12]1[C:11]2([CH2:14][CH2:15][N:8]([C:6]([O:5][C:1]([CH3:4])([CH3:2])[CH3:3])=[O:7])[CH:9]([C:16]([O:18][CH3:19])=[O:17])[CH2:10]2)[CH2:13]1, predict the reactants needed to synthesize it. The reactants are: [C:1]([O:5][C:6]([N:8]1[CH2:15][CH2:14][C:11]2([CH2:13][CH2:12]2)[CH2:10][CH:9]1[C:16]([OH:18])=[O:17])=[O:7])([CH3:4])([CH3:3])[CH3:2].[CH3:19]COCC. (2) The reactants are: [OH:1][C:2]1[CH:11]=[C:10]2[C:5]([C:6]([O:12][C:13]3[CH:18]=[CH:17][C:16]([NH:19][C:20](=[O:27])[C:21]4[CH:26]=[CH:25][CH:24]=[CH:23][CH:22]=4)=[CH:15][CH:14]=3)=[CH:7][CH:8]=[N:9]2)=[CH:4][C:3]=1[O:28][CH3:29].[C:30]12([O:37][C:38](=[O:51])[C@@H:39]([NH:43][C:44]([O:46][C:47]([CH3:50])([CH3:49])[CH3:48])=[O:45])[CH2:40][CH2:41]Br)[CH2:36][CH:33]([CH2:34][CH2:35]1)[CH2:32][CH2:31]2.C([O-])([O-])=O.[K+].[K+]. Given the product [C:30]12([O:37][C:38](=[O:51])[C@@H:39]([NH:43][C:44]([O:46][C:47]([CH3:50])([CH3:49])[CH3:48])=[O:45])[CH2:40][CH2:41][O:1][C:2]3[CH:11]=[C:10]4[C:5]([C:6]([O:12][C:13]5[CH:14]=[CH:15][C:16]([NH:19][C:20](=[O:27])[C:21]6[CH:26]=[CH:25][CH:24]=[CH:23][CH:22]=6)=[CH:17][CH:18]=5)=[CH:7][CH:8]=[N:9]4)=[CH:4][C:3]=3[O:28][CH3:29])[CH2:36][CH:33]([CH2:32][CH2:31]1)[CH2:34][CH2:35]2, predict the reactants needed to synthesize it. (3) Given the product [S:3]1[C:7]([N:8]([CH3:25])[C:9]([CH:11]2[CH2:12][CH2:13][N:14]([C:17]([O:19][C:20]([CH3:23])([CH3:22])[CH3:21])=[O:18])[CH2:15][CH2:16]2)=[O:10])=[CH:6][CH:5]=[N:4]1, predict the reactants needed to synthesize it. The reactants are: [H-].[Na+].[S:3]1[C:7]([NH:8][C:9]([CH:11]2[CH2:16][CH2:15][N:14]([C:17]([O:19][C:20]([CH3:23])([CH3:22])[CH3:21])=[O:18])[CH2:13][CH2:12]2)=[O:10])=[CH:6][CH:5]=[N:4]1.I[CH3:25]. (4) Given the product [CH3:20][N:19]([CH3:21])[C:11]1[N:10]=[C:9]([N:8]2[C@@H:1]3[C@@H:6]([CH2:5][CH2:4][N:3]([C:44]([C:43]4[CH:47]=[C:39]([F:38])[CH:40]=[CH:41][C:42]=4[N:48]4[N:52]=[CH:51][CH:50]=[N:49]4)=[O:45])[CH2:2]3)[CH2:7]2)[CH:14]=[C:13]([C:15]([F:17])([F:18])[F:16])[N:12]=1, predict the reactants needed to synthesize it. The reactants are: [C@@H:1]12[N:8]([C:9]3[CH:14]=[C:13]([C:15]([F:18])([F:17])[F:16])[N:12]=[C:11]([N:19]([CH3:21])[CH3:20])[N:10]=3)[CH2:7][C@@H:6]1[CH2:5][CH2:4][NH:3][CH2:2]2.CC1C=C(C)N=C(N2[C@@H]3[C@@H](CCNC3)C2)N=1.[F:38][C:39]1[CH:40]=[CH:41][C:42]([N:48]2[N:52]=[CH:51][CH:50]=[N:49]2)=[C:43]([CH:47]=1)[C:44](O)=[O:45].S1C=CC=C1C1C=CC=CC=1C(O)=O. (5) Given the product [Br:1][C:2]1[C:3]([CH2:9][C:11]2[CH:12]=[CH:13][C:14]([C:17]([F:19])([F:18])[F:20])=[CH:15][CH:16]=2)=[C:4]([CH3:8])[S:5][C:6]=1[CH3:7], predict the reactants needed to synthesize it. The reactants are: [Br:1][C:2]1[C:3]([CH:9]([C:11]2[CH:16]=[CH:15][C:14]([C:17]([F:20])([F:19])[F:18])=[CH:13][CH:12]=2)O)=[C:4]([CH3:8])[S:5][C:6]=1[CH3:7].C([SiH](CC)CC)C.FC(F)(F)C(O)=O. (6) Given the product [O:1]=[C:2]1[CH2:7][CH2:6][CH2:5][CH2:4][N:3]1[C:8]1[CH:13]=[CH:12][CH:11]=[CH:10][C:9]=1[CH2:14][CH2:15][N:16]1[CH2:20][CH2:19][CH:18]([CH2:21][C:22]([OH:24])=[O:23])[CH2:17]1, predict the reactants needed to synthesize it. The reactants are: [O:1]=[C:2]1[CH2:7][CH2:6][CH2:5][CH2:4][N:3]1[C:8]1[CH:13]=[CH:12][CH:11]=[CH:10][C:9]=1[CH2:14][CH2:15][N:16]1[CH2:20][CH2:19][CH:18]([CH2:21][C:22]([O:24]C)=[O:23])[CH2:17]1.[Li+].[OH-].